This data is from Catalyst prediction with 721,799 reactions and 888 catalyst types from USPTO. The task is: Predict which catalyst facilitates the given reaction. (1) Reactant: [H-].[Al+3].[Li+].[H-].[H-].[H-].[CH:7]([NH:9][C:10]1[CH:15]=[C:14]([CH3:16])[CH:13]=[CH:12][C:11]=1[CH2:17][C:18](=O)[CH:19]([CH3:21])[CH3:20])=[CH2:8]. Product: [CH:7]([NH:9][C:10]1[CH:15]=[C:14]([CH3:16])[CH:13]=[CH:12][C:11]=1[CH2:17][CH2:18][CH:19]([CH3:21])[CH3:20])=[CH2:8]. The catalyst class is: 1. (2) Reactant: [C:1]([C:4]1[O:8][C:7]([C:9]2[CH:18]=[CH:17][C:12]([C:13]([O:15]C)=[O:14])=[CH:11][CH:10]=2)=[CH:6][CH:5]=1)(=[O:3])[CH3:2].[OH-].[Na+].Cl. Product: [C:1]([C:4]1[O:8][C:7]([C:9]2[CH:18]=[CH:17][C:12]([C:13]([OH:15])=[O:14])=[CH:11][CH:10]=2)=[CH:6][CH:5]=1)(=[O:3])[CH3:2]. The catalyst class is: 8. (3) Reactant: [CH3:1][O:2][C:3]([C:5]1[S:9][C:8]([NH2:10])=[N:7][CH:6]=1)=[O:4].Br[CH2:12][C:13]([C:15]1[CH:20]=[CH:19][C:18]([Cl:21])=[CH:17][CH:16]=1)=O. Product: [Cl:21][C:18]1[CH:19]=[CH:20][C:15]([C:13]2[N:10]=[C:8]3[N:7]([CH:12]=2)[CH:6]=[C:5]([C:3]([O:2][CH3:1])=[O:4])[S:9]3)=[CH:16][CH:17]=1. The catalyst class is: 21. (4) Reactant: [CH2:1]([O:3][C:4]([C:6]1[NH:15][C:9]2[N:10]=[CH:11][N:12]=[C:13]([Cl:14])[C:8]=2[CH:7]=1)=[O:5])[CH3:2].CN(C=O)C.[H-].[Na+].[CH3:23][Si:24]([CH2:27][CH2:28][O:29][CH2:30]Cl)([CH3:26])[CH3:25]. Product: [CH2:1]([O:3][C:4]([C:6]1[N:15]([CH2:30][O:29][CH2:28][CH2:27][Si:24]([CH3:26])([CH3:25])[CH3:23])[C:9]2[N:10]=[CH:11][N:12]=[C:13]([Cl:14])[C:8]=2[CH:7]=1)=[O:5])[CH3:2]. The catalyst class is: 13.